From a dataset of TCR-epitope binding with 47,182 pairs between 192 epitopes and 23,139 TCRs. Binary Classification. Given a T-cell receptor sequence (or CDR3 region) and an epitope sequence, predict whether binding occurs between them. The epitope is KLSYGIATV. The TCR CDR3 sequence is CASSYIPSGRALGEQFF. Result: 1 (the TCR binds to the epitope).